From a dataset of Catalyst prediction with 721,799 reactions and 888 catalyst types from USPTO. Predict which catalyst facilitates the given reaction. (1) Reactant: C([O:7][CH2:8][C:9]1[S:10][CH:11]=[C:12]([C:14]2[CH:19]=[C:18]([C:20]([CH3:23])([CH3:22])[CH3:21])[C:17]([OH:24])=[C:16]([C:25]([CH3:28])([CH3:27])[CH3:26])[CH:15]=2)[N:13]=1)(=O)C(C)(C)C.[OH-].[Na+]. Product: [C:25]([C:16]1[CH:15]=[C:14]([C:12]2[N:13]=[C:9]([CH2:8][OH:7])[S:10][CH:11]=2)[CH:19]=[C:18]([C:20]([CH3:23])([CH3:22])[CH3:21])[C:17]=1[OH:24])([CH3:28])([CH3:27])[CH3:26]. The catalyst class is: 5. (2) Reactant: [C:1]1([C:13]2[C:14](=[O:27])[NH:15][CH2:16][C:17]=2[C:18]2[C:26]3[C:21](=[CH:22][CH:23]=[CH:24][CH:25]=3)[NH:20][CH:19]=2)[C:11]2=[C:12]3[C:7](=[CH:8][CH:9]=[CH:10]2)[CH2:6][CH2:5][CH2:4][N:3]3[CH:2]=1.[Mg]. Product: [C:1]1([C@H:13]2[C@H:17]([C:18]3[C:26]4[C:21](=[CH:22][CH:23]=[CH:24][CH:25]=4)[NH:20][CH:19]=3)[CH2:16][NH:15][C:14]2=[O:27])[C:11]2=[C:12]3[C:7](=[CH:8][CH:9]=[CH:10]2)[CH2:6][CH2:5][CH2:4][N:3]3[CH:2]=1. The catalyst class is: 5. (3) Reactant: [OH-].[Na+].[F:3][CH:4]([F:17])[CH2:5][O:6][C:7]1[N:8]=[CH:9][C:10]([C:13]([O:15]C)=[O:14])=[N:11][CH:12]=1.Cl.C(OCC)(=O)C. Product: [F:17][CH:4]([F:3])[CH2:5][O:6][C:7]1[N:8]=[CH:9][C:10]([C:13]([OH:15])=[O:14])=[N:11][CH:12]=1. The catalyst class is: 823. (4) Reactant: [Br:1][C:2]1[CH:3]=[C:4]2[C:9](=[CH:10][CH:11]=1)[CH:8]=[C:7]([C:12](=[O:16])[CH:13]=[N+]=[N-])[CH:6]=[CH:5]2.[BrH:17].C([O-])(O)=O.[Na+]. The catalyst class is: 13. Product: [Br:17][CH2:13][C:12]([C:7]1[CH:6]=[CH:5][C:4]2[C:9](=[CH:10][CH:11]=[C:2]([Br:1])[CH:3]=2)[CH:8]=1)=[O:16]. (5) Reactant: [F:1][C:2]1[CH:7]=[CH:6][C:5]([C:8]2[O:9][C:10]3[CH:20]=[CH:19][C:18]([C:21]4[CH:26]=[C:25]([C:27](=[O:38])[NH:28][C:29]5([C:32]6[CH:37]=[CH:36][CH:35]=[CH:34][N:33]=6)[CH2:31][CH2:30]5)[CH:24]=[CH:23][C:22]=4[O:39]C)=[CH:17][C:11]=3[C:12]=2[C:13]([NH:15][CH3:16])=[O:14])=[CH:4][CH:3]=1.[B-](Br)(Br)(Br)[S+](C)C. Product: [F:1][C:2]1[CH:7]=[CH:6][C:5]([C:8]2[O:9][C:10]3[CH:20]=[CH:19][C:18]([C:21]4[CH:26]=[C:25]([C:27](=[O:38])[NH:28][C:29]5([C:32]6[CH:37]=[CH:36][CH:35]=[CH:34][N:33]=6)[CH2:30][CH2:31]5)[CH:24]=[CH:23][C:22]=4[OH:39])=[CH:17][C:11]=3[C:12]=2[C:13]([NH:15][CH3:16])=[O:14])=[CH:4][CH:3]=1. The catalyst class is: 26.